This data is from Full USPTO retrosynthesis dataset with 1.9M reactions from patents (1976-2016). The task is: Predict the reactants needed to synthesize the given product. Given the product [CH:27]([C:2]1[CH:3]=[CH:4][C:5]([C:8]2[C:12]3[CH2:13][C:14]4[S:15][CH:16]=[CH:17][C:18]=4[C:11]=3[N:10]([CH2:19][O:20][CH2:21][CH2:22][Si:23]([CH3:24])([CH3:25])[CH3:26])[N:9]=2)=[CH:6][CH:7]=1)=[CH:28][C:29]1[CH:34]=[CH:33][CH:32]=[CH:31][CH:30]=1, predict the reactants needed to synthesize it. The reactants are: Br[C:2]1[CH:7]=[CH:6][C:5]([C:8]2[C:12]3[CH2:13][C:14]4[S:15][CH:16]=[CH:17][C:18]=4[C:11]=3[N:10]([CH2:19][O:20][CH2:21][CH2:22][Si:23]([CH3:26])([CH3:25])[CH3:24])[N:9]=2)=[CH:4][CH:3]=1.[CH:27](/B(O)O)=[CH:28]\[C:29]1[CH:34]=[CH:33][CH:32]=[CH:31][CH:30]=1.C([O-])([O-])=O.[Na+].[Na+].